From a dataset of Reaction yield outcomes from USPTO patents with 853,638 reactions. Predict the reaction yield, written as a fraction of the theoretical maximum amount of product (1.0 means a 100% yield; for example, 0.34 means a 34% yield). (1) The reactants are [CH3:1][N:2]([CH3:10])[CH2:3][CH:4]([CH3:9])[C:5](=[O:8])[CH2:6][CH3:7].Br[C:12]1[CH:17]=[CH:16][CH:15]=[C:14]([Cl:18])[CH:13]=1.[Mg]. No catalyst specified. The product is [ClH:18].[Cl:18][C:14]1[CH:13]=[C:12]([C:5]([OH:8])([CH2:6][CH3:7])[CH:4]([CH3:9])[CH2:3][N:2]([CH3:10])[CH3:1])[CH:17]=[CH:16][CH:15]=1. The yield is 0.140. (2) The reactants are C([O:8][C@H:9]1[C@H:15]([O:16]CC2C=CC=CC=2)[C@@H:14]([O:24]CC2C=CC=CC=2)[C@:13]2([C:33]3[CH:38]=[CH:37][C:36]([Cl:39])=[C:35]([CH2:40][C:41]4[CH:46]=[CH:45][C:44]([O:47][CH2:48][CH3:49])=[CH:43][CH:42]=4)[CH:34]=3)[O:32][C@@:10]1([CH2:50][F:51])[CH2:11][O:12]2)C1C=CC=CC=1.C(O)=O.C(OCC)(=O)C. The catalyst is C(O)C.O1CCCC1.[Pd]. The product is [Cl:39][C:36]1[CH:37]=[CH:38][C:33]([C@@:13]23[O:32][C@@:10]([CH2:50][F:51])([CH2:11][O:12]2)[C@@H:9]([OH:8])[C@H:15]([OH:16])[C@H:14]3[OH:24])=[CH:34][C:35]=1[CH2:40][C:41]1[CH:42]=[CH:43][C:44]([O:47][CH2:48][CH3:49])=[CH:45][CH:46]=1. The yield is 0.630. (3) The reactants are [CH3:1][C:2]1[C:7](/[CH:8]=[CH:9]/[C:10]([O:12][CH3:13])=[O:11])=[CH:6][CH:5]=[CH:4][N:3]=1.C(Cl)(Cl)(Cl)Cl.C1C(=O)N([Br:26])C(=O)C1.CC(N=NC(C#N)(C)C)(C#N)C. The catalyst is O. The product is [Br:26][CH2:1][C:2]1[C:7](/[CH:8]=[CH:9]/[C:10]([O:12][CH3:13])=[O:11])=[CH:6][CH:5]=[CH:4][N:3]=1. The yield is 0.130. (4) The yield is 0.780. The catalyst is CN(C=O)C.O. The reactants are [S:1]1[CH:5]=[CH:4][C:3]2[CH:6]=[C:7]([CH2:10][NH:11][CH3:12])[CH:8]=[CH:9][C:2]1=2.Cl.[O:14]=[C:15]1[NH:24][C:23]2[N:22]=[CH:21][C:20]([CH:25]=[CH:26][C:27]([OH:29])=O)=[CH:19][C:18]=2[CH2:17][CH2:16]1.C1C=CC2N(O)N=NC=2C=1.CCN(C(C)C)C(C)C.CCN=C=NCCCN(C)C.Cl. The product is [S:1]1[CH:5]=[CH:4][C:3]2[CH:6]=[C:7]([CH2:10][N:11]([CH3:12])[C:27](=[O:29])/[CH:26]=[CH:25]/[C:20]3[CH:21]=[N:22][C:23]4[NH:24][C:15](=[O:14])[CH2:16][CH2:17][C:18]=4[CH:19]=3)[CH:8]=[CH:9][C:2]1=2. (5) The reactants are Br[C:2]1[N:6]2[CH:7]=[C:8]([CH:15]3[CH2:17][CH2:16]3)[CH:9]=[C:10]([C:11]([F:14])([F:13])[F:12])[C:5]2=[N:4][C:3]=1[C:18]([N:20]1[CH2:25][CH2:24][CH:23]([N:26]2[CH2:30][CH2:29][O:28][C:27]2=[O:31])[CH2:22][CH2:21]1)=[O:19].[Cu][C:33]#[N:34]. The catalyst is CN(C)C=O.CCOC(C)=O. The product is [CH:15]1([C:8]2[CH:9]=[C:10]([C:11]([F:13])([F:12])[F:14])[C:5]3[N:6]([C:2]([C:33]#[N:34])=[C:3]([C:18]([N:20]4[CH2:25][CH2:24][CH:23]([N:26]5[CH2:30][CH2:29][O:28][C:27]5=[O:31])[CH2:22][CH2:21]4)=[O:19])[N:4]=3)[CH:7]=2)[CH2:16][CH2:17]1. The yield is 0.850. (6) The reactants are [F:1][C:2]1[C:7]([F:8])=[CH:6][CH:5]=[CH:4][C:3]=1[N:9]1[C:13]([C:14]2[C:15]([NH2:27])=[N:16][CH:17]=[C:18]([C:20]3=[CH:21][CH2:22][NH:23][CH2:24][CH2:25][CH2:26]3)[CH:19]=2)=[N:12][N:11]=[N:10]1.C(Cl)CCl.[F:32][C:33]([F:38])([F:37])[C:34](O)=[O:35].CCN(C(C)C)C(C)C. The catalyst is C(Cl)Cl. The product is [NH2:27][C:15]1[N:16]=[CH:17][C:18]([C:20]2[CH2:26][CH2:25][CH2:24][N:23]([C:34](=[O:35])[C:33]([F:38])([F:37])[F:32])[CH2:22][CH:21]=2)=[CH:19][C:14]=1[C:13]1[N:9]([C:3]2[CH:4]=[CH:5][CH:6]=[C:7]([F:8])[C:2]=2[F:1])[N:10]=[N:11][N:12]=1. The yield is 0.300. (7) The reactants are [CH2:1]([O:3][C:4]1[CH:5]=[C:6]([C:20]2[CH:25]=[CH:24][C:23]([CH2:26][C:27]([NH:29][C:30]3[CH:35]=[CH:34][C:33]([CH2:36][C:37]([CH3:44])([CH3:43])[C:38](OCC)=[O:39])=[C:32]([C:45]([F:48])([F:47])[F:46])[CH:31]=3)=[O:28])=[C:22]([F:49])[CH:21]=2)[CH:7]=[N:8][C:9]=1[O:10][CH2:11][C:12]1[CH:17]=[CH:16][C:15]([O:18][CH3:19])=[CH:14][CH:13]=1)[CH3:2].[H-].[H-].[H-].[H-].[Li+].[Al+3]. The catalyst is C1COCC1. The product is [CH2:1]([O:3][C:4]1[CH:5]=[C:6]([C:20]2[CH:25]=[CH:24][C:23]([CH2:26][C:27]([NH:29][C:30]3[CH:35]=[CH:34][C:33]([CH2:36][C:37]([CH3:44])([CH3:43])[CH2:38][OH:39])=[C:32]([C:45]([F:46])([F:48])[F:47])[CH:31]=3)=[O:28])=[C:22]([F:49])[CH:21]=2)[CH:7]=[N:8][C:9]=1[O:10][CH2:11][C:12]1[CH:13]=[CH:14][C:15]([O:18][CH3:19])=[CH:16][CH:17]=1)[CH3:2]. The yield is 0.820.